Dataset: Full USPTO retrosynthesis dataset with 1.9M reactions from patents (1976-2016). Task: Predict the reactants needed to synthesize the given product. (1) Given the product [CH3:1][O:2][C:3]1[C:20]([N+:21]([O-:23])=[O:22])=[CH:19][C:6]2[NH:7][C:8](=[O:18])[CH2:9][NH:10][CH2:11][C:5]=2[CH:4]=1, predict the reactants needed to synthesize it. The reactants are: [CH3:1][O:2][C:3]1[C:20]([N+:21]([O-:23])=[O:22])=[CH:19][C:6]2[NH:7][C:8](=[O:18])[CH2:9][N:10](C(=O)C(F)(F)F)[CH2:11][C:5]=2[CH:4]=1.N.CO. (2) Given the product [Br:8][C:9]1[N:14]=[C:13](/[C:15](=[N:7]/[S@:5]([C:1]([CH3:4])([CH3:3])[CH3:2])=[O:6])/[CH2:16][CH2:17][O:18][CH3:19])[C:12]([F:21])=[C:11]([Si:22]([CH2:27][CH3:28])([CH2:23][CH3:24])[CH2:25][CH3:26])[CH:10]=1, predict the reactants needed to synthesize it. The reactants are: [C:1]([S@@:5]([NH2:7])=[O:6])([CH3:4])([CH3:3])[CH3:2].[Br:8][C:9]1[N:14]=[C:13]([C:15](=O)[CH2:16][CH2:17][O:18][CH3:19])[C:12]([F:21])=[C:11]([Si:22]([CH2:27][CH3:28])([CH2:25][CH3:26])[CH2:23][CH3:24])[CH:10]=1. (3) Given the product [NH:26]1[C:34]2[C:29](=[CH:30][C:31]([C:2]3[N:6]4[N:7]=[C:8]([C:11]5[CH:16]=[CH:15][C:14]([C:17]([N:19]6[CH2:20][CH2:21][N:22]([CH3:25])[CH2:23][CH2:24]6)=[O:18])=[CH:13][CH:12]=5)[CH:9]=[CH:10][C:5]4=[N:4][CH:3]=3)=[CH:32][CH:33]=2)[CH:28]=[CH:27]1, predict the reactants needed to synthesize it. The reactants are: Br[C:2]1[N:6]2[N:7]=[C:8]([C:11]3[CH:16]=[CH:15][C:14]([C:17]([N:19]4[CH2:24][CH2:23][N:22]([CH3:25])[CH2:21][CH2:20]4)=[O:18])=[CH:13][CH:12]=3)[CH:9]=[CH:10][C:5]2=[N:4][CH:3]=1.[NH:26]1[C:34]2[C:29](=[CH:30][C:31](B(O)O)=[CH:32][CH:33]=2)[CH:28]=[CH:27]1.C([O-])([O-])=O.[Cs+].[Cs+]. (4) Given the product [CH:1]1([NH:7][C:8]([C:19]2[NH:20][C:21]([C:22]3[CH:27]=[CH:26][C:25]([Cl:28])=[CH:24][CH:23]=3)=[C:17]([C:14]3[CH:13]=[CH:12][C:11]([Cl:10])=[CH:16][CH:15]=3)[N:18]=2)=[O:9])[CH2:6][CH2:5][CH2:4][CH2:3][CH2:2]1, predict the reactants needed to synthesize it. The reactants are: [CH:1]1([N:7]=[C:8]=[O:9])[CH2:6][CH2:5][CH2:4][CH2:3][CH2:2]1.[Cl:10][C:11]1[CH:16]=[CH:15][C:14]([C:17]2[N:18]=[CH:19][N:20](COCC[Si](C)(C)C)[C:21]=2[C:22]2[CH:27]=[CH:26][C:25]([Cl:28])=[CH:24][CH:23]=2)=[CH:13][CH:12]=1. (5) Given the product [CH3:14][C@H:15]([O:13][C:8]1[CH:9]=[CH:10][CH:11]=[C:12]2[C:7]=1[NH:6][CH:5]=[C:4]2[CH2:3][CH2:2][OH:1])[C:16]([N:25]1[CH2:30][CH2:29][O:28][CH2:27][CH2:26]1)=[O:36], predict the reactants needed to synthesize it. The reactants are: [OH:1][CH2:2][CH2:3][C:4]1[C:12]2[C:7](=[C:8]([OH:13])[CH:9]=[CH:10][CH:11]=2)[NH:6][CH:5]=1.[CH3:14][C@@:15]1(S([O-])(=O)=O)C=CC(C)=C(CC=O)[CH:16]1[N:25]1[CH2:30][CH2:29][O:28][CH2:27][CH2:26]1.C(=O)([O-])[O-:36].[K+].[K+].O. (6) Given the product [CH3:16][O:15][C:12]1[CH:13]=[CH:14][C:9]([O:8][C:6]2[CH:5]=[CH:4][N:3]=[C:2]([NH:23][C:20]3[S:21][CH:22]=[C:18]([CH3:17])[N:19]=3)[CH:7]=2)=[CH:10][CH:11]=1, predict the reactants needed to synthesize it. The reactants are: Cl[C:2]1[CH:7]=[C:6]([O:8][C:9]2[CH:14]=[CH:13][C:12]([O:15][CH3:16])=[CH:11][CH:10]=2)[CH:5]=[CH:4][N:3]=1.[CH3:17][C:18]1[N:19]=[C:20]([NH2:23])[S:21][CH:22]=1.P([O-])([O-])([O-])=O.[K+].[K+].[K+].O. (7) Given the product [F:1][C:2]1[CH:7]=[C:6]([CH3:8])[CH:5]=[CH:4][C:3]=1[O:9][C:11]1[CH:12]=[CH:13][C:14]([N+:26]([O-:28])=[O:27])=[C:15]([CH2:17][NH:18][C:19](=[O:25])[O:20][C:21]([CH3:24])([CH3:22])[CH3:23])[CH:16]=1, predict the reactants needed to synthesize it. The reactants are: [F:1][C:2]1[CH:7]=[C:6]([CH3:8])[CH:5]=[CH:4][C:3]=1[OH:9].Cl[C:11]1[CH:12]=[CH:13][C:14]([N+:26]([O-:28])=[O:27])=[C:15]([CH2:17][NH:18][C:19](=[O:25])[O:20][C:21]([CH3:24])([CH3:23])[CH3:22])[CH:16]=1.[H-].[Na+]. (8) Given the product [Cl:1][C:2]1[CH:3]=[C:4]([C:9]2([C:24]([F:25])([F:27])[F:26])[O:13][N:12]=[C:11]([C:14]3[CH:22]=[CH:21][C:17]([C:18]([NH:20][CH:29]4[CH2:30][CH2:31][CH2:32][O:28]4)=[O:19])=[C:16]([CH3:23])[CH:15]=3)[CH2:10]2)[CH:5]=[C:6]([Cl:8])[CH:7]=1, predict the reactants needed to synthesize it. The reactants are: [Cl:1][C:2]1[CH:3]=[C:4]([C:9]2([C:24]([F:27])([F:26])[F:25])[O:13][N:12]=[C:11]([C:14]3[CH:22]=[CH:21][C:17]([C:18]([NH2:20])=[O:19])=[C:16]([CH3:23])[CH:15]=3)[CH2:10]2)[CH:5]=[C:6]([Cl:8])[CH:7]=1.[O:28]1[CH:32]=[CH:31][CH2:30][CH2:29]1.O.C1(C)C=CC(S(O)(=O)=O)=CC=1.C(=O)([O-])O.[Na+].